Task: Predict which catalyst facilitates the given reaction.. Dataset: Catalyst prediction with 721,799 reactions and 888 catalyst types from USPTO (1) Reactant: [F:1][C:2]([F:20])([F:19])[C:3]1[CH:8]=[CH:7][C:6]([C@@H:9]2[C:18]3[N:17]=[CH:16][CH:15]=[CH:14][C:13]=3[CH2:12][CH2:11][NH:10]2)=[CH:5][CH:4]=1.[N:21]([C:24]1[CH:25]=[N:26][CH:27]=[CH:28][CH:29]=1)=[C:22]=[O:23]. Product: [N:26]1[CH:27]=[CH:28][CH:29]=[C:24]([NH:21][C:22]([N:10]2[C@H:9]([C:6]3[CH:7]=[CH:8][C:3]([C:2]([F:1])([F:19])[F:20])=[CH:4][CH:5]=3)[C:18]3[N:17]=[CH:16][CH:15]=[CH:14][C:13]=3[CH2:12][CH2:11]2)=[O:23])[CH:25]=1. The catalyst class is: 2. (2) Reactant: Cl[C:2]1[N:3]=[C:4]([NH:13][C@H:14]2[CH2:19][CH2:18][C@H:17]([N:20]3[CH2:25][CH2:24][O:23][CH2:22][CH2:21]3)[CH2:16][CH2:15]2)[C:5]2[N:10]=[C:9]([CH2:11][CH3:12])[S:8][C:6]=2[N:7]=1.[O:26]1[CH2:31][CH2:30][CH:29]([N:32]2[CH:36]=[C:35]([NH2:37])[CH:34]=[N:33]2)[CH2:28][CH2:27]1.Cl. Product: [CH2:11]([C:9]1[S:8][C:6]2[N:7]=[C:2]([NH:37][C:35]3[CH:34]=[N:33][N:32]([CH:29]4[CH2:30][CH2:31][O:26][CH2:27][CH2:28]4)[CH:36]=3)[N:3]=[C:4]([NH:13][C@H:14]3[CH2:19][CH2:18][C@H:17]([N:20]4[CH2:25][CH2:24][O:23][CH2:22][CH2:21]4)[CH2:16][CH2:15]3)[C:5]=2[N:10]=1)[CH3:12]. The catalyst class is: 32. (3) The catalyst class is: 14. Reactant: [Na].CC[O-].[Na+].[CH2:6]([O:13][C:14]1[C:19]2[CH2:20][CH2:21][O:22][C:18]=2[CH:17]=[C:16]([C:23]2[N:28]=[CH:27][N:26]=[C:25]([S:29][CH2:30][C:31]([NH2:33])=[O:32])[C:24]=2[C:34]#[N:35])[CH:15]=1)[C:7]1[CH:12]=[CH:11][CH:10]=[CH:9][CH:8]=1.FC(F)(F)C(O)=O. Product: [NH2:35][C:34]1[C:24]2[C:23]([C:16]3[CH:15]=[C:14]([O:13][CH2:6][C:7]4[CH:12]=[CH:11][CH:10]=[CH:9][CH:8]=4)[C:19]4[CH2:20][CH2:21][O:22][C:18]=4[CH:17]=3)=[N:28][CH:27]=[N:26][C:25]=2[S:29][C:30]=1[C:31]([NH2:33])=[O:32]. (4) Reactant: [Cl:1][C:2]1[CH:7]=[CH:6][C:5]([N:8]([C@H:12]2[C:21]3[C:16](=[CH:17][CH:18]=[CH:19][CH:20]=3)[N:15]([C:22](=[O:30])[C:23]3[CH:28]=[CH:27][C:26]([OH:29])=[CH:25][CH:24]=3)[C@@H:14]([CH3:31])[CH2:13]2)[C:9](=[O:11])[CH3:10])=[CH:4][CH:3]=1.C([O-])([O-])=O.[K+].[K+].[CH2:38]([O:40][C:41]([C:43]1[N:44]([CH2:49][CH2:50][CH2:51]Br)[CH:45]=[N:46][C:47]=1[CH3:48])=[O:42])[CH3:39].N1C=CN=C1.[H-].[Na+]. Product: [CH2:38]([O:40][C:41]([C:43]1[N:44]([CH2:49][CH2:50][CH2:51][O:29][C:26]2[CH:25]=[CH:24][C:23]([C:22]([N:15]3[C:16]4[C:21](=[CH:20][CH:19]=[CH:18][CH:17]=4)[C@H:12]([N:8]([C:9](=[O:11])[CH3:10])[C:5]4[CH:4]=[CH:3][C:2]([Cl:1])=[CH:7][CH:6]=4)[CH2:13][C@@H:14]3[CH3:31])=[O:30])=[CH:28][CH:27]=2)[CH:45]=[N:46][C:47]=1[CH3:48])=[O:42])[CH3:39]. The catalyst class is: 198.